From a dataset of Catalyst prediction with 721,799 reactions and 888 catalyst types from USPTO. Predict which catalyst facilitates the given reaction. (1) Reactant: [Br:1][C:2]1[C:14]([F:15])=[CH:13][C:12]([C:16](=[O:18])[NH2:17])=[C:11]2[C:3]=1[C:4]1[CH:5]=[CH:6][C:7]([CH2:19][C:20](OCC)=[O:21])=[CH:8][C:9]=1[NH:10]2.[BH4-].[Li+].[NH4+].[Cl-]. Product: [Br:1][C:2]1[C:3]2[C:4]3[C:9](=[CH:8][C:7]([CH2:19][CH2:20][OH:21])=[CH:6][CH:5]=3)[NH:10][C:11]=2[C:12]([C:16]([NH2:17])=[O:18])=[CH:13][C:14]=1[F:15]. The catalyst class is: 20. (2) Reactant: [CH:1]1[C:13]2[CH:12]([CH2:14][O:15][C:16]([NH:18][C@H:19]([C:34]([O:36][CH3:37])=[O:35])[CH2:20][C:21]3[CH:33]=[CH:32][C:24]([C:25]([O:27]C(C)(C)C)=[O:26])=[CH:23][CH:22]=3)=[O:17])[C:11]3[C:6](=[CH:7][CH:8]=[CH:9][CH:10]=3)[C:5]=2[CH:4]=[CH:3][CH:2]=1.C(O)(C(F)(F)F)=O. Product: [CH:10]1[C:11]2[CH:12]([CH2:14][O:15][C:16]([NH:18][C@H:19]([C:34]([O:36][CH3:37])=[O:35])[CH2:20][C:21]3[CH:22]=[CH:23][C:24]([C:25]([OH:27])=[O:26])=[CH:32][CH:33]=3)=[O:17])[C:13]3[C:5](=[CH:4][CH:3]=[CH:2][CH:1]=3)[C:6]=2[CH:7]=[CH:8][CH:9]=1. The catalyst class is: 2. (3) Reactant: [C:1]([SiH2:5][O:6][C:7]([CH3:16])([CH3:15])[C:8]1[CH:13]=[CH:12][N:11]=[C:10]([NH2:14])[CH:9]=1)([CH3:4])([CH3:3])[CH3:2].[H-].[Na+].Cl[C:20]1[S:21][C:22]([C:25]2[CH:30]=[CH:29][CH:28]=[CH:27][CH:26]=2)=[CH:23][N:24]=1. Product: [C:1]([SiH2:5][O:6][C:7]([CH3:16])([CH3:15])[C:8]1[CH:13]=[CH:12][N:11]=[C:10]([NH:14][C:20]2[S:21][C:22]([C:25]3[CH:30]=[CH:29][CH:28]=[CH:27][CH:26]=3)=[CH:23][N:24]=2)[CH:9]=1)([CH3:4])([CH3:2])[CH3:3]. The catalyst class is: 1. (4) Reactant: Cl.[C:2]1([CH3:10])[CH:7]=[CH:6][C:5]([NH:8]N)=[CH:4][CH:3]=1.[CH3:11][NH+:12]1[C@@H:17]2[CH2:18][C:19]([CH2:21][C@H:13]1[CH2:14][CH2:15][CH2:16]2)=O.S(=O)(=O)(O)O. Product: [CH3:10][C:2]1[CH:7]=[C:6]2[C:5](=[CH:4][CH:3]=1)[NH:8][C:15]1[CH2:16][CH:17]3[N:12]([CH3:11])[CH:13]([C:14]2=1)[CH2:21][CH2:19][CH2:18]3. The catalyst class is: 12. (5) Reactant: [OH:1][CH2:2][CH2:3][CH2:4][CH2:5][C:6]1[N:7]([CH3:12])[C:8](=[S:11])[NH:9][N:10]=1.Br[CH2:14][CH:15]1[CH2:17][CH2:16]1.ClCCl.C([O-])(O)=O.[Na+]. Product: [CH:15]1([CH2:14][S:11][C:8]2[N:7]([CH3:12])[C:6]([CH2:5][CH2:4][CH2:3][CH2:2][OH:1])=[N:10][N:9]=2)[CH2:17][CH2:16]1. The catalyst class is: 9. (6) Reactant: O[C:2]1[CH:7]=[CH:6][N:5]2[N:8]=[CH:9][C:10]([C:11]#[N:12])=[C:4]2[N:3]=1.F[P-](F)(F)(F)(F)F.N1(O[P+](N(C)C)(N(C)C)N(C)C)C2C=CC=CC=2N=N1.[F:40][C:41]1[CH:46]=[CH:45][C:44]([F:47])=[CH:43][C:42]=1[C@H:48]1[CH2:52][CH2:51][CH2:50][NH:49]1.C(N(C(C)C)CC)(C)C. Product: [F:40][C:41]1[CH:46]=[CH:45][C:44]([F:47])=[CH:43][C:42]=1[C@H:48]1[CH2:52][CH2:51][CH2:50][N:49]1[C:2]1[CH:7]=[CH:6][N:5]2[N:8]=[CH:9][C:10]([C:11]#[N:12])=[C:4]2[N:3]=1. The catalyst class is: 136. (7) Reactant: [C:1]([C:3]1[CH:19]=[CH:18][C:6]([C:7]([CH:9]([CH2:15][CH:16]=O)[C:10]([O:12][CH2:13][CH3:14])=[O:11])=O)=[C:5]([CH3:20])[CH:4]=1)#[N:2].[Cl:21][C:22]1[CH:28]=[CH:27][C:25]([NH2:26])=[C:24]([O:29][CH3:30])[CH:23]=1.CC1C=CC(S([O-])(=O)=O)=CC=1.C1C=C[NH+]=CC=1. Product: [Cl:21][C:22]1[CH:28]=[CH:27][C:25]([N:26]2[CH:16]=[CH:15][C:9]([C:10]([O:12][CH2:13][CH3:14])=[O:11])=[C:7]2[C:6]2[CH:18]=[CH:19][C:3]([C:1]#[N:2])=[CH:4][C:5]=2[CH3:20])=[C:24]([O:29][CH3:30])[CH:23]=1. The catalyst class is: 14. (8) Reactant: [F:1][C:2]1[CH:8]=[CH:7][C:5]([NH2:6])=[CH:4][CH:3]=1.N1C=CC=CC=1.[C:15]1([N:21]([C:25]2[CH:30]=[CH:29][CH:28]=[CH:27][CH:26]=2)[C:22](Cl)=[O:23])[CH:20]=[CH:19][CH:18]=[CH:17][CH:16]=1.O. Product: [C:15]1([N:21]([C:25]2[CH:30]=[CH:29][CH:28]=[CH:27][CH:26]=2)[C:22]([NH:6][C:5]2[CH:7]=[CH:8][C:2]([F:1])=[CH:3][CH:4]=2)=[O:23])[CH:16]=[CH:17][CH:18]=[CH:19][CH:20]=1. The catalyst class is: 96. (9) Reactant: [NH2:1][C:2]1[CH:3]=[C:4]([N:8]=[C:9]2[N:13]([CH2:14][C:15]3[CH:20]=[CH:19][CH:18]=[CH:17][CH:16]=3)[C:12](=[O:21])[C:11](=[C:22]3[N:26]([CH3:27])[C:25]4[CH:28]=[CH:29][CH:30]=[CH:31][C:24]=4[S:23]3)[S:10]2)[CH:5]=[CH:6][CH:7]=1.C(Cl)Cl.[C:35]1(=[O:41])[O:40][C:38](=[O:39])[CH2:37][CH2:36]1. Product: [CH2:14]([N:13]1[C:12](=[O:21])[C:11](=[C:22]2[N:26]([CH3:27])[C:25]3[CH:28]=[CH:29][CH:30]=[CH:31][C:24]=3[S:23]2)[S:10][C:9]1=[N:8][C:4]1[CH:3]=[C:2]([NH:1][C:35](=[O:41])[CH2:36][CH2:37][C:38]([OH:40])=[O:39])[CH:7]=[CH:6][CH:5]=1)[C:15]1[CH:20]=[CH:19][CH:18]=[CH:17][CH:16]=1. The catalyst class is: 22.